The task is: Regression. Given two drug SMILES strings and cell line genomic features, predict the synergy score measuring deviation from expected non-interaction effect.. This data is from NCI-60 drug combinations with 297,098 pairs across 59 cell lines. (1) Drug 1: C1=CC(=CC=C1CCCC(=O)O)N(CCCl)CCCl. Drug 2: CCCS(=O)(=O)NC1=C(C(=C(C=C1)F)C(=O)C2=CNC3=C2C=C(C=N3)C4=CC=C(C=C4)Cl)F. Cell line: OVCAR3. Synergy scores: CSS=16.7, Synergy_ZIP=-7.93, Synergy_Bliss=0.281, Synergy_Loewe=-3.23, Synergy_HSA=-1.15. (2) Drug 1: CCCS(=O)(=O)NC1=C(C(=C(C=C1)F)C(=O)C2=CNC3=C2C=C(C=N3)C4=CC=C(C=C4)Cl)F. Drug 2: CC1CCC2CC(C(=CC=CC=CC(CC(C(=O)C(C(C(=CC(C(=O)CC(OC(=O)C3CCCCN3C(=O)C(=O)C1(O2)O)C(C)CC4CCC(C(C4)OC)O)C)C)O)OC)C)C)C)OC. Cell line: PC-3. Synergy scores: CSS=42.2, Synergy_ZIP=-0.137, Synergy_Bliss=2.20, Synergy_Loewe=-33.0, Synergy_HSA=1.17. (3) Drug 1: CC12CCC3C(C1CCC2=O)CC(=C)C4=CC(=O)C=CC34C. Drug 2: CS(=O)(=O)OCCCCOS(=O)(=O)C. Cell line: HOP-62. Synergy scores: CSS=51.1, Synergy_ZIP=0.00994, Synergy_Bliss=1.31, Synergy_Loewe=-5.16, Synergy_HSA=1.29. (4) Drug 1: COC1=C(C=C2C(=C1)N=CN=C2NC3=CC(=C(C=C3)F)Cl)OCCCN4CCOCC4. Drug 2: C1=NC2=C(N1)C(=S)N=CN2. Cell line: SK-MEL-28. Synergy scores: CSS=11.0, Synergy_ZIP=-6.52, Synergy_Bliss=-7.10, Synergy_Loewe=-6.58, Synergy_HSA=-6.94. (5) Drug 1: CC1OCC2C(O1)C(C(C(O2)OC3C4COC(=O)C4C(C5=CC6=C(C=C35)OCO6)C7=CC(=C(C(=C7)OC)O)OC)O)O. Drug 2: C1CC(C1)(C(=O)O)C(=O)O.[NH2-].[NH2-].[Pt+2]. Cell line: NCIH23. Synergy scores: CSS=72.0, Synergy_ZIP=1.70, Synergy_Bliss=1.72, Synergy_Loewe=3.05, Synergy_HSA=7.15.